Dataset: Forward reaction prediction with 1.9M reactions from USPTO patents (1976-2016). Task: Predict the product of the given reaction. Given the reactants Br[C:2]1[CH:3]=[C:4]([CH:16]=[O:17])[C:5]([N:8]2[CH2:13][C@@H:12]([CH3:14])[O:11][C@@H:10]([CH3:15])[CH2:9]2)=[N:6][CH:7]=1.C([Sn](CCCC)(CCCC)[C:23]1[O:24][CH:25]=[CH:26][N:27]=1)CCC, predict the reaction product. The product is: [CH3:15][C@H:10]1[O:11][C@@H:12]([CH3:14])[CH2:13][N:8]([C:5]2[C:4]([CH:16]=[O:17])=[CH:3][C:2]([C:23]3[O:24][CH:25]=[CH:26][N:27]=3)=[CH:7][N:6]=2)[CH2:9]1.